This data is from Full USPTO retrosynthesis dataset with 1.9M reactions from patents (1976-2016). The task is: Predict the reactants needed to synthesize the given product. (1) Given the product [CH3:1][C:2]1([CH2:15][CH2:16][OH:17])[CH2:11][CH2:10][C:9]2[C:4](=[C:5]([CH3:14])[C:6]([CH3:13])=[CH:7][C:8]=2[CH3:12])[O:3]1, predict the reactants needed to synthesize it. The reactants are: [CH3:1][C:2]1([CH2:15][C:16](OCC)=[O:17])[CH2:11][CH2:10][C:9]2[C:4](=[C:5]([CH3:14])[C:6]([CH3:13])=[CH:7][C:8]=2[CH3:12])[O:3]1.[H-].[Al+3].[Li+].[H-].[H-].[H-].O. (2) The reactants are: [NH2:1][C:2]1[C:9]([O:10][CH2:11][C:12]2[CH:17]=[CH:16][CH:15]=[CH:14][CH:13]=2)=[CH:8][C:7]([CH2:18][CH:19]([CH3:21])[CH3:20])=[CH:6][C:3]=1[C:4]#[N:5].[N:22]([O-])=O.[Na+].[Sn](Cl)Cl.[OH-].[Na+]. Given the product [CH2:11]([O:10][C:9]1[CH:8]=[C:7]([CH2:18][CH:19]([CH3:21])[CH3:20])[CH:6]=[C:3]2[C:2]=1[NH:1][N:5]=[C:4]2[NH2:22])[C:12]1[CH:17]=[CH:16][CH:15]=[CH:14][CH:13]=1, predict the reactants needed to synthesize it. (3) Given the product [C:1]([O:5][C:6](=[O:35])[NH:7][C:8](=[NH:34])[C:9]1[CH:14]=[CH:13][C:12]([CH2:15][NH:16][C:17]([C@H:19]2[N:23]3[C:24](=[O:33])[C:25]([NH:28][S:29]([C:32]4[CH:77]=[CH:78][C:73]([O:72][CH3:71])=[CH:74][CH:75]=4)(=[O:31])=[O:30])=[CH:26][N:27]=[C:22]3[CH2:21][CH2:20]2)=[O:18])=[CH:11][CH:10]=1)([CH3:4])([CH3:2])[CH3:3], predict the reactants needed to synthesize it. The reactants are: [C:1]([O:5][C:6](=[O:35])[NH:7][C:8](=[NH:34])[C:9]1[CH:14]=[CH:13][C:12]([CH2:15][NH:16][C:17]([C@H:19]2[N:23]3[C:24](=[O:33])[C:25]([NH:28][S:29]([CH3:32])(=[O:31])=[O:30])=[CH:26][N:27]=[C:22]3[CH2:21][CH2:20]2)=[O:18])=[CH:11][CH:10]=1)([CH3:4])([CH3:3])[CH3:2].C(OC(=O)NC(C1C=CC(CNC([C@H]2N3C(=O)C(N(CC)CC)=CN=C3CC2)=O)=CC=1)=N)(C)(C)C.[CH3:71][O:72][C:73]1[CH:78]=[CH:77]C(S(Cl)(=O)=O)=[CH:75][CH:74]=1. (4) Given the product [ClH:1].[NH:28]1[C:29]2[C:25](=[CH:24][C:23]([NH:22][C:2]3[C:11]4[C:6](=[CH:7][C:8]([O:14][CH2:15][CH2:16][N:17]5[CH:21]=[CH:20][N:19]=[CH:18]5)=[C:9]([O:12][CH3:13])[CH:10]=4)[N:5]=[CH:4][N:3]=3)=[CH:31][CH:30]=2)[CH:26]=[CH:27]1, predict the reactants needed to synthesize it. The reactants are: [Cl:1][C:2]1[C:11]2[C:6](=[CH:7][C:8]([O:14][CH2:15][CH2:16][N:17]3[CH:21]=[CH:20][N:19]=[CH:18]3)=[C:9]([O:12][CH3:13])[CH:10]=2)[N:5]=[CH:4][N:3]=1.[NH2:22][C:23]1[CH:24]=[C:25]2[C:29](=[CH:30][CH:31]=1)[NH:28][CH:27]=[CH:26]2.Cl. (5) The reactants are: [CH3:1][N:2]([CH2:4][CH2:5]C1C=CC=CC=1)C.[C:12]1([C:18]([C:28]2[CH:33]=[CH:32][CH:31]=[CH:30][CH:29]=2)([OH:27])[CH2:19][CH2:20]N2CCCCC2)[CH:17]=[CH:16][CH:15]=[CH:14][CH:13]=1. Given the product [CH3:1][N:2]1[CH2:4][CH2:5][CH2:20][C@H:19]1[C:18]([C:12]1[CH:13]=[CH:14][CH:15]=[CH:16][CH:17]=1)([C:28]1[CH:29]=[CH:30][CH:31]=[CH:32][CH:33]=1)[OH:27], predict the reactants needed to synthesize it. (6) Given the product [OH:1][C:2]1([CH3:17])[CH2:3][CH2:4][CH:5]([CH2:8][NH:9][C:10](=[O:16])[O:11][C:12]([CH3:13])([CH3:15])[CH3:14])[CH2:6][CH2:7]1, predict the reactants needed to synthesize it. The reactants are: [O:1]=[C:2]1[CH2:7][CH2:6][CH:5]([CH2:8][NH:9][C:10](=[O:16])[O:11][C:12]([CH3:15])([CH3:14])[CH3:13])[CH2:4][CH2:3]1.[CH3:17][Li].[NH4+].[Cl-]. (7) The reactants are: [C:1]([O:5][C:6]([N:8]1[CH2:13][CH2:12][CH:11]([O:14][C:15]2[CH:16]=[C:17]([CH:21]=[CH:22][C:23]=2[O:24][CH3:25])[C:18](O)=[O:19])[CH2:10][CH2:9]1)=[O:7])([CH3:4])([CH3:3])[CH3:2].[NH2:26][C:27]1[CH:28]=[C:29]([NH:34][C:35](=[O:48])[C:36]2[CH:41]=[CH:40][CH:39]=[C:38]([N:42]3[CH2:47][CH2:46][O:45][CH2:44][CH2:43]3)[CH:37]=2)[CH:30]=[CH:31][C:32]=1[CH3:33]. Given the product [CH3:33][C:32]1[CH:31]=[CH:30][C:29]([NH:34][C:35](=[O:48])[C:36]2[CH:41]=[CH:40][CH:39]=[C:38]([N:42]3[CH2:43][CH2:44][O:45][CH2:46][CH2:47]3)[CH:37]=2)=[CH:28][C:27]=1[NH:26][C:18](=[O:19])[C:17]1[CH:21]=[CH:22][C:23]([O:24][CH3:25])=[C:15]([O:14][CH:11]2[CH2:12][CH2:13][N:8]([C:6]([O:5][C:1]([CH3:3])([CH3:2])[CH3:4])=[O:7])[CH2:9][CH2:10]2)[CH:16]=1, predict the reactants needed to synthesize it.